Dataset: Full USPTO retrosynthesis dataset with 1.9M reactions from patents (1976-2016). Task: Predict the reactants needed to synthesize the given product. (1) Given the product [C:1]([O:5][C:6](=[O:31])[CH2:7][O:8][C:9]1[C:14]2[CH2:15][CH2:16][CH2:17][CH2:18][CH:19]([NH:20][S:21]([C:24]3[CH:25]=[C:26]([C:36]4[CH:37]=[CH:38][C:33]([CH3:32])=[CH:34][CH:35]=4)[CH:27]=[CH:28][CH:29]=3)(=[O:23])=[O:22])[C:13]=2[CH:12]=[CH:11][CH:10]=1)([CH3:4])([CH3:3])[CH3:2], predict the reactants needed to synthesize it. The reactants are: [C:1]([O:5][C:6](=[O:31])[CH2:7][O:8][C:9]1[C:14]2[CH2:15][CH2:16][CH2:17][CH2:18][CH:19]([NH:20][S:21]([C:24]3[CH:29]=[CH:28][CH:27]=[C:26](Br)[CH:25]=3)(=[O:23])=[O:22])[C:13]=2[CH:12]=[CH:11][CH:10]=1)([CH3:4])([CH3:3])[CH3:2].[CH3:32][C:33]1[CH:38]=[CH:37][C:36](B(O)O)=[CH:35][CH:34]=1.C([O-])([O-])=O.[K+].[K+]. (2) Given the product [OH:1][C@:2]1([C:30]([F:35])([F:36])[C:31]([F:32])([F:33])[F:34])[C@:18]2([CH3:19])[C@H:5]([C@H:6]3[C:15]([C@@H:16]([C:20]4[CH:21]=[CH:22][C:23]([CH:26]([O:28][C:46](=[O:47])[C@@H:45]([NH:44][C:42]([O:41][C:37]([CH3:40])([CH3:39])[CH3:38])=[O:43])[CH3:49])[CH3:27])=[CH:24][CH:25]=4)[CH2:17]2)=[C:14]2[C:9](=[CH:10][C:11](=[O:29])[CH2:12][CH2:13]2)[CH2:8][CH2:7]3)[CH2:4][CH2:3]1, predict the reactants needed to synthesize it. The reactants are: [OH:1][C@:2]1([C:30]([F:36])([F:35])[C:31]([F:34])([F:33])[F:32])[C@:18]2([CH3:19])[C@H:5]([C@H:6]3[C:15]([C@@H:16]([C:20]4[CH:25]=[CH:24][C:23]([CH:26]([OH:28])[CH3:27])=[CH:22][CH:21]=4)[CH2:17]2)=[C:14]2[C:9](=[CH:10][C:11](=[O:29])[CH2:12][CH2:13]2)[CH2:8][CH2:7]3)[CH2:4][CH2:3]1.[C:37]([O:41][C:42]([NH:44][C@@H:45]([CH3:49])[C:46](O)=[O:47])=[O:43])([CH3:40])([CH3:39])[CH3:38]. (3) Given the product [N:1]1([CH2:6][C:7]2[CH:12]=[CH:11][CH:10]=[C:9]([NH2:13])[CH:8]=2)[CH:5]=[CH:4][N:3]=[CH:2]1, predict the reactants needed to synthesize it. The reactants are: [N:1]1([CH2:6][C:7]2[CH:12]=[CH:11][CH:10]=[C:9]([NH:13]C(OC(C)(C)C)=O)[CH:8]=2)[CH:5]=[CH:4][N:3]=[CH:2]1.OS(O)(=O)=O. (4) The reactants are: [Cl-].O[NH3+:3].[C:4](=[O:7])([O-])[OH:5].[Na+].CS(C)=O.[F:13][C:14]1[CH:15]=[C:16]([C:46]2[C:47]([C:52]#[N:53])=[CH:48][CH:49]=[CH:50][CH:51]=2)[CH:17]=[CH:18][C:19]=1[CH2:20][C:21]1[C:22](=[O:45])[N:23]([C@H:33]2[CH2:38][CH2:37][C@H:36]([O:39][CH2:40][C:41]([OH:44])([CH3:43])[CH3:42])[CH2:35][CH2:34]2)[C:24]2[N:25]([N:30]=[CH:31][N:32]=2)[C:26]=1[CH2:27][CH2:28][CH3:29]. Given the product [F:13][C:14]1[CH:15]=[C:16]([C:46]2[CH:51]=[CH:50][CH:49]=[CH:48][C:47]=2[C:52]2[NH:3][C:4](=[O:7])[O:5][N:53]=2)[CH:17]=[CH:18][C:19]=1[CH2:20][C:21]1[C:22](=[O:45])[N:23]([C@H:33]2[CH2:38][CH2:37][C@H:36]([O:39][CH2:40][C:41]([OH:44])([CH3:42])[CH3:43])[CH2:35][CH2:34]2)[C:24]2[N:25]([N:30]=[CH:31][N:32]=2)[C:26]=1[CH2:27][CH2:28][CH3:29], predict the reactants needed to synthesize it. (5) Given the product [CH:1]1([CH2:6][O:7][C:8]2[C:9]([NH:21][C:22]([NH2:24])=[S:23])=[N:10][CH:11]=[C:12]([O:14][C:15]3[CH:20]=[CH:19][CH:18]=[CH:17][CH:16]=3)[CH:13]=2)[CH2:2][CH2:3][CH2:4][CH2:5]1, predict the reactants needed to synthesize it. The reactants are: [CH:1]1([CH2:6][O:7][C:8]2[C:9]([NH2:21])=[N:10][CH:11]=[C:12]([O:14][C:15]3[CH:20]=[CH:19][CH:18]=[CH:17][CH:16]=3)[CH:13]=2)[CH2:5][CH2:4][CH2:3][CH2:2]1.[C:22](N1C=CN=C1)([N:24]1C=CN=C1)=[S:23].[NH4+].[OH-].O. (6) Given the product [CH3:17][O:18][C:19]1[CH:20]=[C:21]2[C:26](=[CH:27][C:28]=1[O:29][CH3:30])[N:25]=[CH:24][CH:23]=[C:22]2[O:31][C:32]1[CH:33]=[CH:34][C:35]([NH:38][C:14]([C:11]2([C:9]([NH:8][C:5]3[CH:6]=[CH:7][C:2]([F:1])=[CH:3][CH:4]=3)=[O:10])[CH2:13][CH2:12]2)=[O:15])=[CH:36][CH:37]=1, predict the reactants needed to synthesize it. The reactants are: [F:1][C:2]1[CH:7]=[CH:6][C:5]([NH:8][C:9]([C:11]2([C:14](Cl)=[O:15])[CH2:13][CH2:12]2)=[O:10])=[CH:4][CH:3]=1.[CH3:17][O:18][C:19]1[CH:20]=[C:21]2[C:26](=[CH:27][C:28]=1[O:29][CH3:30])[N:25]=[CH:24][CH:23]=[C:22]2[O:31][C:32]1[CH:37]=[CH:36][C:35]([NH2:38])=[CH:34][CH:33]=1.C(=O)([O-])[O-].[K+].[K+].O. (7) Given the product [CH3:11][N:12]([C:22]1[CH:23]=[CH:24][C:25]([NH:28][C:29]([NH:31][C:32]2[CH:37]=[CH:36][CH:35]=[CH:34][CH:33]=2)=[O:30])=[CH:26][CH:27]=1)[S:13]([C:16]1[S:17][C:18]([C:3]2[CH:4]=[N:5][CH:6]=[CH:7][C:2]=2[CH3:1])=[CH:19][CH:20]=1)(=[O:15])=[O:14], predict the reactants needed to synthesize it. The reactants are: [CH3:1][C:2]1[CH:7]=[CH:6][N:5]=[CH:4][C:3]=1B(O)O.[CH3:11][N:12]([C:22]1[CH:27]=[CH:26][C:25]([NH:28][C:29]([NH:31][C:32]2[CH:37]=[CH:36][CH:35]=[CH:34][CH:33]=2)=[O:30])=[CH:24][CH:23]=1)[S:13]([C:16]1[S:17][C:18](Br)=[CH:19][CH:20]=1)(=[O:15])=[O:14].C([O-])([O-])=O.[Na+].[Na+]. (8) Given the product [CH3:15][O:12][C:11]([C:8]1([C:5]2[CH:6]=[CH:7][C:2]([Br:1])=[CH:3][C:4]=2[F:14])[CH2:10][CH2:9]1)=[O:13], predict the reactants needed to synthesize it. The reactants are: [Br:1][C:2]1[CH:7]=[CH:6][C:5]([C:8]2([C:11]([OH:13])=[O:12])[CH2:10][CH2:9]2)=[C:4]([F:14])[CH:3]=1.[C:15]([O-])([O-])=O.[K+].[K+].CI.